Dataset: Full USPTO retrosynthesis dataset with 1.9M reactions from patents (1976-2016). Task: Predict the reactants needed to synthesize the given product. (1) Given the product [CH2:14]([O:21][C:22]1[CH:23]=[CH:24][C:25]([CH2:6][NH:5][CH2:4][C:3]2[NH:1][N:2]=[C:40]([C:42]3[CH:34]=[CH:33][N:32]=[CH:35][CH:36]=3)[N:38]=2)=[CH:28][CH:29]=1)[C:15]1[CH:16]=[CH:17][CH:18]=[CH:19][CH:20]=1, predict the reactants needed to synthesize it. The reactants are: [NH:1]([C:3](=O)[CH2:4][NH:5][C:6](=O)OC(C)(C)C)[NH2:2].[CH2:14]([O:21][C:22]1[CH:29]=[CH:28][C:25](CBr)=[CH:24][CH:23]=1)[C:15]1[CH:20]=[CH:19][CH:18]=[CH:17][CH:16]=1.C([N:32]([CH2:35][CH3:36])[CH2:33][CH3:34])C.C[N:38]([CH:40]=O)C.[CH3:42]COC(C)=O. (2) Given the product [Cl:1][C:2]1[CH:3]=[CH:4][C:5]([O:10][C:11]2[CH:16]=[CH:15][C:14]([C:17]([F:20])([F:19])[F:18])=[CH:13][CH:12]=2)=[C:6]([CH:7]=[N:42][C:40]([O:49][Si:22]([CH3:29])([CH3:28])[CH3:21])=[CH2:41])[CH:9]=1, predict the reactants needed to synthesize it. The reactants are: [Cl:1][C:2]1[CH:3]=[CH:4][C:5]([O:10][C:11]2[CH:16]=[CH:15][C:14]([C:17]([F:20])([F:19])[F:18])=[CH:13][CH:12]=2)=[C:6]([CH:9]=1)[CH:7]=O.[CH3:21][Si:22]([CH3:29])([CH3:28])N[Si:22]([CH3:29])([CH3:28])[CH3:21].C([Li])CCC.C[Si](Cl)(C)C.[CH2:40]([N:42](CC)CC)[CH3:41].C(Cl)(=[O:49])C. (3) Given the product [NH2:6][C@@H:5]1[C:2](=[O:1])[NH:3][C@@H:4]1[CH2:17][N:18]1[CH2:22][CH2:21][O:20][C:19]1=[O:23], predict the reactants needed to synthesize it. The reactants are: [O:1]=[C:2]1[C@@H:5]([NH:6]C(=O)OCC2C=CC=CC=2)[C@@H:4]([CH2:17][N:18]2[CH2:22][CH2:21][O:20][C:19]2=[O:23])[NH:3]1. (4) Given the product [CH2:1]([O:5][C:6]([C:8]1[N:13]=[CH:12][C:11]2[CH:15]=[C:16]([C:18]3[CH:23]=[CH:22][C:21]([O:24][C:25]4[CH:26]=[CH:27][CH:28]=[CH:29][CH:30]=4)=[CH:20][CH:19]=3)[S:17][C:10]=2[C:9]=1[OH:31])=[O:7])[CH2:2][CH2:3][CH3:4], predict the reactants needed to synthesize it. The reactants are: [CH2:1]([O:5][C:6]([C:8]1[N:13]=[C:12](Br)[C:11]2[CH:15]=[C:16]([C:18]3[CH:23]=[CH:22][C:21]([O:24][C:25]4[CH:30]=[CH:29][CH:28]=[CH:27][CH:26]=4)=[CH:20][CH:19]=3)[S:17][C:10]=2[C:9]=1[OH:31])=[O:7])[CH2:2][CH2:3][CH3:4].C(OC(C1C(O)=C2C=C(C3C=CC(OC4C=CC=CC=4)=CC=3)SC2=C(Br)N=1)=O)CCC. (5) Given the product [CH2:1]([O:3][C:4]([C:6]1[S:10][C:9]([N:11]([CH3:18])[C:12]2[CH:17]=[CH:16][CH:15]=[CH:14][CH:13]=2)=[N:8][C:7]=1[CH2:19][Br:20])=[O:5])[CH3:2], predict the reactants needed to synthesize it. The reactants are: [CH2:1]([O:3][C:4]([C:6]1[S:10][C:9]([N:11]([CH3:18])[C:12]2[CH:17]=[CH:16][CH:15]=[CH:14][CH:13]=2)=[N:8][C:7]=1[CH3:19])=[O:5])[CH3:2].[Br:20]N1C(=O)CCC1=O.C(OOC(=O)C1C=CC=CC=1)(=O)C1C=CC=CC=1. (6) Given the product [CH2:11]([O:10][C:4]1[CH:3]=[C:2]([C:21]2[CH:22]=[N:23][CH:24]=[C:25]([CH:26]=[O:27])[CH:28]=2)[CH:9]=[CH:8][C:5]=1[C:6]#[N:7])[CH3:12], predict the reactants needed to synthesize it. The reactants are: Br[C:2]1[CH:9]=[CH:8][C:5]([C:6]#[N:7])=[C:4]([O:10][CH2:11][CH3:12])[CH:3]=1.CC1(C)C(C)(C)OB([C:21]2[CH:22]=[N:23][CH:24]=[C:25]([CH:28]=2)[CH:26]=[O:27])O1.C(=O)([O-])[O-].[Na+].[Na+]. (7) Given the product [Cl:8][C:6]1[N:5]=[C:4]([CH3:9])[N:3]=[C:2]([NH:18][CH2:17][C:13]2[S:12][C:11]([CH3:10])=[N:15][C:14]=2[CH3:16])[CH:7]=1, predict the reactants needed to synthesize it. The reactants are: Cl[C:2]1[CH:7]=[C:6]([Cl:8])[N:5]=[C:4]([CH3:9])[N:3]=1.[CH3:10][C:11]1[S:12][C:13]([CH2:17][NH2:18])=[C:14]([CH3:16])[N:15]=1. (8) Given the product [N:1]1([CH2:8][C:9]2[CH:10]=[CH:11][C:12]([C:13]([NH:15][C:16]3[CH:17]=[CH:18][C:19]([O:22][C:23](=[O:32])[N:24]([CH3:31])[C:25]4[CH:30]=[CH:29][CH:28]=[CH:27][CH:26]=4)=[N:20][CH:21]=3)=[O:14])=[CH:33][CH:34]=2)[CH2:6][CH2:5][CH2:4][CH2:3][CH2:2]1, predict the reactants needed to synthesize it. The reactants are: [NH:1]1[CH2:6][CH2:5][CH2:4][CH2:3][CH2:2]1.Cl[CH2:8][C:9]1[CH:34]=[CH:33][C:12]([C:13]([NH:15][C:16]2[CH:17]=[CH:18][C:19]([O:22][C:23](=[O:32])[N:24]([CH3:31])[C:25]3[CH:30]=[CH:29][CH:28]=[CH:27][CH:26]=3)=[N:20][CH:21]=2)=[O:14])=[CH:11][CH:10]=1.[I-].[Na+].O.